Dataset: Peptide-MHC class I binding affinity with 185,985 pairs from IEDB/IMGT. Task: Regression. Given a peptide amino acid sequence and an MHC pseudo amino acid sequence, predict their binding affinity value. This is MHC class I binding data. (1) The peptide sequence is QQNNSFIIST. The MHC is HLA-A02:06 with pseudo-sequence HLA-A02:06. The binding affinity (normalized) is 0.201. (2) The peptide sequence is VYIVVGVIL. The MHC is Mamu-A20102 with pseudo-sequence Mamu-A20102. The binding affinity (normalized) is 0.0306. (3) The peptide sequence is VSYEAGEWA. The MHC is HLA-A01:01 with pseudo-sequence HLA-A01:01. The binding affinity (normalized) is 0. (4) The peptide sequence is DWSGYSGSF. The MHC is HLA-A31:01 with pseudo-sequence HLA-A31:01. The binding affinity (normalized) is 0.0847. (5) The peptide sequence is AVNPGLLETS. The MHC is HLA-A02:02 with pseudo-sequence HLA-A02:02. The binding affinity (normalized) is 0.211. (6) The peptide sequence is LIAGIILLIL. The MHC is HLA-A68:02 with pseudo-sequence HLA-A68:02. The binding affinity (normalized) is 0.541.